From a dataset of Forward reaction prediction with 1.9M reactions from USPTO patents (1976-2016). Predict the product of the given reaction. (1) Given the reactants [CH3:1][O:2][C:3](=[O:27])[CH2:4][CH2:5][CH2:6][CH2:7][CH2:8][O:9][C:10]1[CH:11]=[CH:12][C:13]2[NH:17][C:16](=O)[N:15]([C:19]3[CH:24]=[CH:23][C:22]([CH3:25])=[CH:21][CH:20]=3)[C:14]=2[CH:26]=1.C(=O)(O)[O-].[Na+].P(Cl)(Cl)([Cl:35])=O, predict the reaction product. The product is: [CH3:1][O:2][C:3](=[O:27])[CH2:4][CH2:5][CH2:6][CH2:7][CH2:8][O:9][C:10]1[CH:11]=[CH:12][C:13]2[N:17]=[C:16]([Cl:35])[N:15]([C:19]3[CH:24]=[CH:23][C:22]([CH3:25])=[CH:21][CH:20]=3)[C:14]=2[CH:26]=1. (2) The product is: [CH:20]([CH:11]1[CH2:10][N:9]([C:7](=[O:8])/[CH:6]=[CH:5]/[C:4]([OH:23])=[O:3])[C:14]2[CH:15]=[CH:16][C:17]([CH3:19])=[CH:18][C:13]=2[O:12]1)([CH3:22])[CH3:21]. Given the reactants C([O:3][C:4](=[O:23])/[CH:5]=[CH:6]/[C:7]([N:9]1[C:14]2[CH:15]=[CH:16][C:17]([CH3:19])=[CH:18][C:13]=2[O:12][CH:11]([CH:20]([CH3:22])[CH3:21])[CH2:10]1)=[O:8])C.[OH-].[Na+], predict the reaction product. (3) Given the reactants [F:1][C:2]1[CH:3]=[C:4]2[C:9](=[CH:10][C:11]=1F)[N:8]([C:13]([C:16]1[CH:21]=[CH:20][CH:19]=[CH:18][CH:17]=1)([CH3:15])[CH3:14])[CH:7]=[C:6]([C:22]#[N:23])[C:5]2=[O:24].[NH:25]1[CH2:30][CH2:29][O:28][CH2:27][CH2:26]1, predict the reaction product. The product is: [F:1][C:2]1[CH:3]=[C:4]2[C:9](=[CH:10][C:11]=1[N:25]1[CH2:30][CH2:29][O:28][CH2:27][CH2:26]1)[N:8]([C:13]([C:16]1[CH:21]=[CH:20][CH:19]=[CH:18][CH:17]=1)([CH3:14])[CH3:15])[CH:7]=[C:6]([C:22]#[N:23])[C:5]2=[O:24]. (4) Given the reactants [C@H]1(C[N:12]2[CH2:17][CH2:16][CH:15]([NH:18][C:19]([C:21]3[NH:22][C:23]4[C:28]([CH:29]=3)=[C:27]([O:30][CH2:31][C:32]3[C:36]5[CH:37]=[CH:38][C:39]([O:41][CH3:42])=[CH:40][C:35]=5[O:34][CH:33]=3)[CH:26]=[CH:25][CH:24]=4)=[O:20])[CH2:14][CH2:13]2)[C@@H]2N(CCCC2)CCC1.Cl.Cl.Cl.NC1CCN([CH2:53][CH2:54][N:55]2[CH2:60][CH2:59][CH:58]([OH:61])[CH2:57][CH2:56]2)CC1, predict the reaction product. The product is: [OH:61][CH:58]1[CH2:59][CH2:60][N:55]([CH2:54][CH2:53][N:12]2[CH2:17][CH2:16][CH:15]([NH:18][C:19]([C:21]3[NH:22][C:23]4[C:28]([CH:29]=3)=[C:27]([O:30][CH2:31][C:32]3[C:36]5[CH:37]=[CH:38][C:39]([O:41][CH3:42])=[CH:40][C:35]=5[O:34][CH:33]=3)[CH:26]=[CH:25][CH:24]=4)=[O:20])[CH2:14][CH2:13]2)[CH2:56][CH2:57]1. (5) Given the reactants [F:1][C:2]1[C:7]([N:8]2[CH2:13][CH2:12][N:11]([CH3:14])[CH2:10][CH2:9]2)=[CH:6][CH:5]=[C:4]([N+:15]([O-])=O)[C:3]=1[NH2:18], predict the reaction product. The product is: [F:1][C:2]1[C:7]([N:8]2[CH2:13][CH2:12][N:11]([CH3:14])[CH2:10][CH2:9]2)=[CH:6][CH:5]=[C:4]([NH2:15])[C:3]=1[NH2:18].